The task is: Predict the product of the given reaction.. This data is from Forward reaction prediction with 1.9M reactions from USPTO patents (1976-2016). (1) Given the reactants [CH3:1][C:2]1([CH3:20])[C:10]2[C:5](=[CH:6][CH:7]=[C:8](OS(C(F)(F)F)(=O)=O)[CH:9]=2)[C:4](=[O:19])[CH2:3]1.[Cl:21][C:22]1[CH:23]=[C:24](B(O)O)[CH:25]=[CH:26][CH:27]=1, predict the reaction product. The product is: [Cl:21][C:22]1[CH:27]=[C:26]([C:8]2[CH:9]=[C:10]3[C:5](=[CH:6][CH:7]=2)[C:4](=[O:19])[CH2:3][C:2]3([CH3:20])[CH3:1])[CH:25]=[CH:24][CH:23]=1. (2) The product is: [F:13][C:14]1[CH:19]=[CH:18][CH:17]=[CH:16][C:15]=1[C:20]1[CH:21]=[CH:22][C:23]([C:26]2[NH:12][C:7]3[C:8]([N:11]=2)=[N:9][CH:10]=[C:5]([S:2]([CH3:1])(=[O:4])=[O:3])[CH:6]=3)=[CH:24][CH:25]=1. Given the reactants [CH3:1][S:2]([C:5]1[CH:6]=[C:7]([NH2:12])[C:8]([NH2:11])=[N:9][CH:10]=1)(=[O:4])=[O:3].[F:13][C:14]1[CH:19]=[CH:18][CH:17]=[CH:16][C:15]=1[C:20]1[CH:25]=[CH:24][C:23]([CH:26]=O)=[CH:22][CH:21]=1.Cl[Si](C)(C)C, predict the reaction product. (3) The product is: [CH3:20][C:15]1([CH3:21])[C:16]([CH3:19])([CH3:18])[O:17][B:13]([C:2]2[C:3]([C:9]([F:12])([F:11])[F:10])=[CH:4][C:5]([NH2:8])=[N:6][CH:7]=2)[O:14]1. Given the reactants Br[C:2]1[C:3]([C:9]([F:12])([F:11])[F:10])=[CH:4][C:5]([NH2:8])=[N:6][CH:7]=1.[B:13]1([B:13]2[O:17][C:16]([CH3:19])([CH3:18])[C:15]([CH3:21])([CH3:20])[O:14]2)[O:17][C:16]([CH3:19])([CH3:18])[C:15]([CH3:21])([CH3:20])[O:14]1.CC([O-])=O.[K+].C(Cl)Cl, predict the reaction product. (4) Given the reactants [Br:1][C:2]1[CH:3]=[C:4]2[C:9](=[C:10]([O:12][CH3:13])[CH:11]=1)[N:8]=[C:7](Cl)[N:6]=[CH:5]2.[S:15]([NH2:25])(=[O:24])([C:17]1[CH:22]=[CH:21][C:20]([NH2:23])=[CH:19][CH:18]=1)=[O:16], predict the reaction product. The product is: [Br:1][C:2]1[CH:3]=[C:4]2[C:9](=[C:10]([O:12][CH3:13])[CH:11]=1)[N:8]=[C:7]([NH:23][C:20]1[CH:21]=[CH:22][C:17]([S:15]([NH2:25])(=[O:16])=[O:24])=[CH:18][CH:19]=1)[N:6]=[CH:5]2.